Task: Predict the reactants needed to synthesize the given product.. Dataset: Full USPTO retrosynthesis dataset with 1.9M reactions from patents (1976-2016) (1) Given the product [C:13]([O:12][C:10]([N:8]1[CH2:9][C@@H:5]([CH2:4][O:3][CH:2]([F:1])[F:21])[CH2:6][C@H:7]1[C:17]([OH:19])=[O:18])=[O:11])([CH3:16])([CH3:14])[CH3:15], predict the reactants needed to synthesize it. The reactants are: [F:1][CH:2]([F:21])[O:3][CH2:4][C@@H:5]1[CH2:9][N:8]([C:10]([O:12][C:13]([CH3:16])([CH3:15])[CH3:14])=[O:11])[C@H:7]([C:17]([O:19]C)=[O:18])[CH2:6]1.[Li+].[OH-].Cl. (2) Given the product [Br:1][C:18]1[N:17]=[C:16]([CH:19]2[CH2:20][C:21](=[O:23])[CH2:22]2)[N:12]2[CH:13]=[CH:14][N:15]=[C:10]([Cl:9])[C:11]=12, predict the reactants needed to synthesize it. The reactants are: [Br:1]N1C(=O)CCC1=O.[Cl:9][C:10]1[C:11]2[N:12]([C:16]([CH:19]3[CH2:22][C:21](=[O:23])[CH2:20]3)=[N:17][CH:18]=2)[CH:13]=[CH:14][N:15]=1. (3) Given the product [F:3][C:4]1[CH:5]=[CH:6][C:7]([C:28]2[C:33]([CH3:34])=[CH:32][C:31]([O:35][CH2:36][C:37]3([OH:45])[CH2:42][CH2:41][S:40](=[O:43])(=[O:44])[CH2:39][CH2:38]3)=[CH:30][C:29]=2[CH3:46])=[C:8]2[C:12]=1[C@H:11]([O:13][C:14]1[CH:27]=[CH:26][C:17]3[C@H:18]([CH2:21][C:22]([OH:24])=[O:23])[CH2:19][O:20][C:16]=3[CH:15]=1)[CH2:10][CH2:9]2, predict the reactants needed to synthesize it. The reactants are: [OH-].[Na+].[F:3][C:4]1[CH:5]=[CH:6][C:7]([C:28]2[C:33]([CH3:34])=[CH:32][C:31]([O:35][CH2:36][C:37]3([OH:45])[CH2:42][CH2:41][S:40](=[O:44])(=[O:43])[CH2:39][CH2:38]3)=[CH:30][C:29]=2[CH3:46])=[C:8]2[C:12]=1[C@H:11]([O:13][C:14]1[CH:27]=[CH:26][C:17]3[C@H:18]([CH2:21][C:22]([O:24]C)=[O:23])[CH2:19][O:20][C:16]=3[CH:15]=1)[CH2:10][CH2:9]2. (4) Given the product [NH2:17][C:14]1[CH:15]=[CH:16][C:11]([N:9]([CH3:10])[CH2:8][CH2:7][N:5]([CH3:6])[C:3](=[O:4])[CH2:2][OH:1])=[CH:12][C:13]=1[O:20][CH3:21], predict the reactants needed to synthesize it. The reactants are: [OH:1][CH2:2][C:3]([N:5]([CH2:7][CH2:8][N:9]([C:11]1[CH:16]=[CH:15][C:14]([N+:17]([O-])=O)=[C:13]([O:20][CH3:21])[CH:12]=1)[CH3:10])[CH3:6])=[O:4].C(O)C. (5) Given the product [NH2:26][CH:24]([C@:3]1([O:5][C@H:6]([CH2:17][OH:18])[C@H:7]([OH:13])[C@H:8]([OH:9])[C@H:2]1[NH2:27])[OH:4])[CH3:25], predict the reactants needed to synthesize it. The reactants are: O[C@:2]1([NH:27]OCC2C3C=CC=CC=3C3C2=CC=CC=3)[C@@H:8]([O:9]C(=O)C)[C@@H:7]([O:13]C(=O)C)[C@@H:6]([C:17](=C=O)[O:18]C(=O)C)[O:5][C@@:3]1([CH:24]([NH2:26])[CH3:25])[OH:4].[OH-].[Na+].C(Cl)Cl.